This data is from Reaction yield outcomes from USPTO patents with 853,638 reactions. The task is: Predict the reaction yield, written as a fraction of the theoretical maximum amount of product (1.0 means a 100% yield; for example, 0.34 means a 34% yield). (1) The reactants are [F:1][C:2]([F:28])([F:27])[C:3]1[CH:8]=[CH:7][C:6]([C:9]2[C:10]([C:15]([NH:17][C:18]3[CH:19]=[C:20]([C:24](O)=[O:25])[N:21]([CH3:23])[CH:22]=3)=[O:16])=[CH:11][CH:12]=[CH:13][CH:14]=2)=[CH:5][CH:4]=1.[CH3:29][NH:30][CH2:31][C:32]1[CH:37]=[CH:36][CH:35]=[CH:34][CH:33]=1.CN(C(ON1N=NC2C=CC=CC1=2)=[N+](C)C)C.[B-](F)(F)(F)F.C(N(CC)CC)C. The catalyst is O1CCCC1.ClCCl.C(O)C. The product is [CH3:29][N:30]([CH2:31][C:32]1[CH:37]=[CH:36][CH:35]=[CH:34][CH:33]=1)[C:24]([C:20]1[N:21]([CH3:23])[CH:22]=[C:18]([NH:17][C:15]([C:10]2[C:9]([C:6]3[CH:5]=[CH:4][C:3]([C:2]([F:1])([F:27])[F:28])=[CH:8][CH:7]=3)=[CH:14][CH:13]=[CH:12][CH:11]=2)=[O:16])[CH:19]=1)=[O:25]. The yield is 0.790. (2) The catalyst is C(#N)C. The reactants are [F:1][C:2]1[CH:3]=[C:4]([C:8](=[O:12])[C@H:9](O)[CH3:10])[CH:5]=[CH:6][CH:7]=1.CN(C1C2C(N(C)C)=CC=CC=2C=CC=1)C.S(OS(C(F)(F)F)(=O)=O)(C(F)(F)F)(=O)=O.[NH2:44][C:45]([CH3:49])([CH3:48])[CH2:46][OH:47]. The product is [F:1][C:2]1[CH:3]=[C:4]([C@:8]2([OH:12])[O:47][CH2:46][C:45]([CH3:49])([CH3:48])[NH:44][C@H:9]2[CH3:10])[CH:5]=[CH:6][CH:7]=1. The yield is 0.390. (3) The reactants are [OH:1][N:2]=[C:3]([Cl:11])[C@@H:4]1[CH2:8][O:7][C:6]([CH3:10])([CH3:9])[O:5]1.[CH3:12][S:13](Cl)(=[O:15])=[O:14].C(N(CC)C(C)C)(C)C. The catalyst is C1COCC1. The product is [CH3:10][C:6]1([CH3:9])[O:5][C@H:4]([C:3]([Cl:11])=[N:2][O:1][S:13]([CH3:12])(=[O:15])=[O:14])[CH2:8][O:7]1. The yield is 0.866. (4) The reactants are Cl.Cl.[NH2:3][C:4]([CH:15]1[CH2:20][CH2:19][NH:18][CH2:17][CH2:16]1)([CH2:8][CH2:9][CH2:10][CH2:11][B:12]([OH:14])[OH:13])[C:5]([OH:7])=[O:6].C(N(CC)CC)C.[Cl:28][C:29]1[CH:34]=[CH:33][C:32]([CH2:35][N:36]=[C:37]=[O:38])=[CH:31][CH:30]=1. The catalyst is CN(C=O)C.Cl. The product is [ClH:28].[NH2:3][C:4]([CH:15]1[CH2:16][CH2:17][N:18]([C:37](=[O:38])[NH:36][CH2:35][C:32]2[CH:33]=[CH:34][C:29]([Cl:28])=[CH:30][CH:31]=2)[CH2:19][CH2:20]1)([CH2:8][CH2:9][CH2:10][CH2:11][B:12]([OH:14])[OH:13])[C:5]([OH:7])=[O:6]. The yield is 0.340. (5) The reactants are ClC(OC1C=CC([N+]([O-])=O)=CC=1)=[O:3].[NH2:14][O:15][CH2:16][C:17]([O:19][C:20]([CH3:23])([CH3:22])[CH3:21])=[O:18].[CH2:24]([N:26]([CH2:29]C)CC)[CH3:25]. The catalyst is ClCCl. The product is [CH2:24]([NH:26][C:29](=[O:3])[NH:14][O:15][CH2:16][C:17]([O:19][C:20]([CH3:23])([CH3:22])[CH3:21])=[O:18])[CH3:25]. The yield is 0.970. (6) The reactants are [NH2:1][C:2]([C:4]1[CH:13]=[CH:12][C:7]([C:8]([O:10][CH3:11])=[O:9])=[C:6]([NH:14][CH2:15][CH3:16])[CH:5]=1)=O.P(Cl)(Cl)(Cl)=O.O. The catalyst is N1C=CC=CC=1. The product is [C:2]([C:4]1[CH:13]=[CH:12][C:7]([C:8]([O:10][CH3:11])=[O:9])=[C:6]([NH:14][CH2:15][CH3:16])[CH:5]=1)#[N:1]. The yield is 0.930.